From a dataset of Reaction yield outcomes from USPTO patents with 853,638 reactions. Predict the reaction yield, written as a fraction of the theoretical maximum amount of product (1.0 means a 100% yield; for example, 0.34 means a 34% yield). (1) The reactants are [OH:1][CH:2]([CH3:9])[C:3]([O:5][CH2:6][C:7]#[CH:8])=[O:4].[CH:10](O)=[O:11].CNC1(NC)C=CN=CC1.C1(N=C=NC2CCCCC2)CCCCC1. The catalyst is ClCCCl. The product is [CH:10]([O:1][CH:2]([CH3:9])[C:3]([O:5][CH2:6][C:7]#[CH:8])=[O:4])=[O:11]. The yield is 0.850. (2) The catalyst is O. The product is [NH:1]1[C:5]([CH2:6][C:7]([O:9][CH3:15])=[O:8])=[N:4][N:3]=[N:2]1. The yield is 0.540. The reactants are [NH:1]1[C:5]([CH2:6][C:7]([OH:9])=[O:8])=[N:4][N:3]=[N:2]1.S(=O)(=O)(O)O.[CH3:15]O. (3) The reactants are CC([O-])(C)C.[K+].CC1C=CC(S([CH2:17][N+:18]#[C-])(=O)=O)=CC=1.[Cl:20][C:21]1[CH:22]=[C:23]([CH:26]=[CH:27][C:28]=1[O:29][CH3:30])[CH:24]=O.CO. The catalyst is C1COCC1.O. The product is [Cl:20][C:21]1[CH:22]=[C:23]([CH2:24][C:17]#[N:18])[CH:26]=[CH:27][C:28]=1[O:29][CH3:30]. The yield is 0.830.